From a dataset of Full USPTO retrosynthesis dataset with 1.9M reactions from patents (1976-2016). Predict the reactants needed to synthesize the given product. (1) Given the product [F:1][C:2]([F:18])([F:19])[CH2:3][CH2:4][CH:5]([C:7]1[CH:17]=[CH:16][C:10]([C:11]([O:13][CH2:14][CH3:15])=[O:12])=[CH:9][CH:8]=1)[O:6][S:28]([CH3:27])(=[O:30])=[O:29], predict the reactants needed to synthesize it. The reactants are: [F:1][C:2]([F:19])([F:18])[CH2:3][CH2:4][CH:5]([C:7]1[CH:17]=[CH:16][C:10]([C:11]([O:13][CH2:14][CH3:15])=[O:12])=[CH:9][CH:8]=1)[OH:6].C(N(CC)CC)C.[CH3:27][S:28](Cl)(=[O:30])=[O:29]. (2) Given the product [C:1]([C:3]1[CH:8]=[CH:7][C:6]([CH:9]2[N:14]([C:15]([NH:44][CH3:43])=[O:16])[C:13](=[O:27])[N:12]([C:28]3[CH:33]=[CH:32][CH:31]=[C:30]([C:34]([F:35])([F:37])[F:36])[CH:29]=3)[C:11]3[CH2:38][CH2:39][NH:40][C:41](=[O:42])[C:10]2=3)=[CH:5][CH:4]=1)#[N:2], predict the reactants needed to synthesize it. The reactants are: [C:1]([C:3]1[CH:8]=[CH:7][C:6]([CH:9]2[N:14]([C:15](OC3C=CC([N+]([O-])=O)=CC=3)=[O:16])[C:13](=[O:27])[N:12]([C:28]3[CH:33]=[CH:32][CH:31]=[C:30]([C:34]([F:37])([F:36])[F:35])[CH:29]=3)[C:11]3[CH2:38][CH2:39][NH:40][C:41](=[O:42])[C:10]2=3)=[CH:5][CH:4]=1)#[N:2].[CH3:43][NH2:44].